This data is from Full USPTO retrosynthesis dataset with 1.9M reactions from patents (1976-2016). The task is: Predict the reactants needed to synthesize the given product. (1) The reactants are: [F:1][C:2]1[CH:7]=[CH:6][C:5]([C:8]2[N:12]([CH2:13][CH2:14][C:15](=[O:17])[CH3:16])[N:11]=[C:10]([CH3:18])[C:9]=2[C:19]2[CH:20]=[CH:21][C:22]3[O:27][CH2:26][C:25](=[O:28])[NH:24][C:23]=3[CH:29]=2)=[CH:4][CH:3]=1.CO.[BH4-].[Na+].O. Given the product [F:1][C:2]1[CH:3]=[CH:4][C:5]([C:8]2[N:12]([CH2:13][CH2:14][CH:15]([OH:17])[CH3:16])[N:11]=[C:10]([CH3:18])[C:9]=2[C:19]2[CH:20]=[CH:21][C:22]3[O:27][CH2:26][C:25](=[O:28])[NH:24][C:23]=3[CH:29]=2)=[CH:6][CH:7]=1, predict the reactants needed to synthesize it. (2) Given the product [C:1]([N:5]([C:7]1[O:8][C:9]2[C:10](=[C:12]([C:24]#[N:25])[C:13]([CH3:23])=[C:14]([C:17]3[CH:22]=[CH:21][CH:20]=[CH:19][CH:18]=3)[C:15]=2[N:37]2[CH2:38][CH2:39][C@H:35]([N:34]([CH3:40])[CH3:33])[CH2:36]2)[N:11]=1)[CH3:6])([CH3:4])([CH3:3])[CH3:2], predict the reactants needed to synthesize it. The reactants are: [C:1]([N:5]([C:7]1[O:8][C:9]2[C:10](=[C:12]([C:24]#[N:25])[C:13]([CH3:23])=[C:14]([C:17]3[CH:22]=[CH:21][CH:20]=[CH:19][CH:18]=3)[C:15]=2F)[N:11]=1)[CH3:6])([CH3:4])([CH3:3])[CH3:2].C(N(CC)CC)C.[CH3:33][N:34]([CH3:40])[C@H:35]1[CH2:39][CH2:38][NH:37][CH2:36]1. (3) Given the product [Cl:24][C:4]1[CH:3]=[C:2]([C:29]2[CH:30]=[CH:31][C:32]([F:33])=[C:27]([C:25]#[N:26])[CH:28]=2)[CH:7]=[CH:6][C:5]=1[CH:8]([CH3:23])[C:9]([OH:14])([C:15]1[CH:16]=[CH:17][C:18](=[O:22])[N:19]([CH3:21])[CH:20]=1)[C:10]([F:13])([F:12])[F:11], predict the reactants needed to synthesize it. The reactants are: Br[C:2]1[CH:7]=[CH:6][C:5]([CH:8]([CH3:23])[C:9]([C:15]2[CH:16]=[CH:17][C:18](=[O:22])[N:19]([CH3:21])[CH:20]=2)([OH:14])[C:10]([F:13])([F:12])[F:11])=[C:4]([Cl:24])[CH:3]=1.[C:25]([C:27]1[CH:28]=[C:29](B(O)O)[CH:30]=[CH:31][C:32]=1[F:33])#[N:26]. (4) Given the product [CH:18]1([C:14]2[N:13]3[C:3]4[C:2]([NH:1][C:23](=[O:24])[C:17]3=[CH:16][N:15]=2)=[CH:11][C:6]([C:7]([O:9][CH3:10])=[O:8])=[C:5]([CH3:12])[CH:4]=4)[CH2:22][CH2:21][CH2:20][CH2:19]1, predict the reactants needed to synthesize it. The reactants are: [NH2:1][C:2]1[C:3]([N:13]2[CH:17]=[CH:16][N:15]=[C:14]2[CH:18]2[CH2:22][CH2:21][CH2:20][CH2:19]2)=[CH:4][C:5]([CH3:12])=[C:6]([CH:11]=1)[C:7]([O:9][CH3:10])=[O:8].[C:23](N1C=CN=C1)(N1C=CN=C1)=[O:24]. (5) Given the product [NH2:19][CH2:14][C:9]1[C:10]([CH3:13])=[N:11][O:12][C:8]=1[C:6]1[CH:5]=[CH:4][N:3]=[C:2]([Cl:1])[CH:7]=1, predict the reactants needed to synthesize it. The reactants are: [Cl:1][C:2]1[CH:7]=[C:6]([C:8]2[O:12][N:11]=[C:10]([CH3:13])[C:9]=2[CH2:14]Cl)[CH:5]=[CH:4][N:3]=1.C(O)C.[NH3:19].[OH-].[Na+].